Dataset: Full USPTO retrosynthesis dataset with 1.9M reactions from patents (1976-2016). Task: Predict the reactants needed to synthesize the given product. (1) Given the product [NH2:1][C:2]1[N:7]=[C:6]([C:8]([F:11])([F:10])[F:9])[C:5]([C:12]2[CH:17]=[C:16]([N:18]3[C@@H:22]([CH2:23][OH:24])[C@H:21]([C:42]4[CH:43]=[CH:44][C:45]([O:48][CH3:49])=[CH:46][CH:47]=4)[O:20][C:19]3=[O:50])[N:15]=[C:14]([N:51]3[CH2:52][CH2:53][O:54][CH2:55][CH2:56]3)[N:13]=2)=[CH:4][N:3]=1, predict the reactants needed to synthesize it. The reactants are: [NH2:1][C:2]1[N:7]=[C:6]([C:8]([F:11])([F:10])[F:9])[C:5]([C:12]2[CH:17]=[C:16]([N:18]3[C@@H:22]([CH2:23][O:24][Si](C(C)(C)C)(C4C=CC=CC=4)C4C=CC=CC=4)[C@H:21]([C:42]4[CH:47]=[CH:46][C:45]([O:48][CH3:49])=[CH:44][CH:43]=4)[O:20][C:19]3=[O:50])[N:15]=[C:14]([N:51]3[CH2:56][CH2:55][O:54][CH2:53][CH2:52]3)[N:13]=2)=[CH:4][N:3]=1.CCCC[N+](CCCC)(CCCC)CCCC.[F-]. (2) The reactants are: [Cl:1][C:2]1[CH:24]=[CH:23][C:5]([CH2:6][N:7]2[CH:11]=[CH:10][CH:9]=[C:8]2[C:12]([N:14]2[CH2:19][CH2:18][CH:17]([C:20]([OH:22])=O)[CH2:16][CH2:15]2)=[O:13])=[CH:4][CH:3]=1.CCN(C(C)C)C(C)C.C(Cl)CCl.C1C=CC2N(O)N=NC=2C=1.[CH2:48]([NH2:55])[C:49]1[CH:54]=[CH:53][CH:52]=[CH:51][CH:50]=1. Given the product [CH2:48]([NH:55][C:20]([CH:17]1[CH2:18][CH2:19][N:14]([C:12]([C:8]2[N:7]([CH2:6][C:5]3[CH:23]=[CH:24][C:2]([Cl:1])=[CH:3][CH:4]=3)[CH:11]=[CH:10][CH:9]=2)=[O:13])[CH2:15][CH2:16]1)=[O:22])[C:49]1[CH:54]=[CH:53][CH:52]=[CH:51][CH:50]=1, predict the reactants needed to synthesize it. (3) Given the product [CH3:32][N:31]1[CH:25]2[CH2:26][CH2:27][CH2:28][CH:29]1[CH2:30][CH:23]([NH:22][C:16]([C:12]1[CH:13]=[CH:14][CH:15]=[C:9]3[O:8][C:7]([C:4]4[CH:3]=[CH:2][C:1]([CH3:19])=[CH:6][CH:5]=4)=[N:11][C:10]=13)=[O:18])[CH2:24]2, predict the reactants needed to synthesize it. The reactants are: [C:1]1([CH3:19])[CH:6]=[CH:5][C:4]([C:7]2[O:8][C:9]3[C:10](=[C:12]([C:16]([OH:18])=O)[CH:13]=[CH:14][CH:15]=3)[N:11]=2)=[CH:3][CH:2]=1.Cl.Cl.[NH2:22][CH:23]1[CH2:30][CH:29]2[N:31]([CH3:32])[CH:25]([CH2:26][CH2:27][CH2:28]2)[CH2:24]1.Cl.C(N=C=NCCCN(C)C)C.ON1C2C=CC=CC=2N=N1.CCN(C(C)C)C(C)C. (4) Given the product [ClH:30].[Cl:30][C:27]1[CH:28]=[CH:29][C:24]2[N:23]([CH2:31][C:32]([CH3:33])([CH3:35])[CH3:34])[C:22](=[O:36])[C@@H:21]([CH2:37][C:38](=[O:39])[N:52]3[CH2:57][CH2:56][CH2:55][CH2:54][CH2:53]3)[O:20][C@H:19]([C:15]3[CH:16]=[CH:17][CH:18]=[C:13]([O:12][CH2:11][CH2:10][CH2:9][NH:8][CH2:43][CH2:44][CH2:45][C:46]4[CH:51]=[CH:50][CH:49]=[CH:48][CH:47]=4)[C:14]=3[O:41][CH3:42])[C:25]=2[CH:26]=1, predict the reactants needed to synthesize it. The reactants are: C(OC([N:8]([CH2:43][CH2:44][CH2:45][C:46]1[CH:51]=[CH:50][CH:49]=[CH:48][CH:47]=1)[CH2:9][CH2:10][CH2:11][O:12][C:13]1[C:14]([O:41][CH3:42])=[C:15]([C@@H:19]2[C:25]3[CH:26]=[C:27]([Cl:30])[CH:28]=[CH:29][C:24]=3[N:23]([CH2:31][C:32]([CH3:35])([CH3:34])[CH3:33])[C:22](=[O:36])[C@@H:21]([CH2:37][C:38](O)=[O:39])[O:20]2)[CH:16]=[CH:17][CH:18]=1)=O)(C)(C)C.[NH:52]1[CH2:57][CH2:56][CH2:55][CH2:54][CH2:53]1. (5) The reactants are: [CH3:1][C:2]1[CH:6]=[C:5]([C:7]([OH:9])=O)[N:4]([C:10]2[CH:15]=[CH:14][CH:13]=[CH:12][CH:11]=2)[N:3]=1.CN(C)C=O.C(Cl)(=O)C(Cl)=O.[NH2:27][C:28]1[CH:49]=[CH:48][C:31]([O:32][C:33]2[CH:34]=[CH:35][C:36]3[N:37]([CH:39]=[C:40]([NH:42][C:43]([CH:45]4[CH2:47][CH2:46]4)=[O:44])[N:41]=3)[N:38]=2)=[CH:30][CH:29]=1. Given the product [CH:45]1([C:43]([NH:42][C:40]2[N:41]=[C:36]3[CH:35]=[CH:34][C:33]([O:32][C:31]4[CH:30]=[CH:29][C:28]([NH:27][C:7]([C:5]5[N:4]([C:10]6[CH:15]=[CH:14][CH:13]=[CH:12][CH:11]=6)[N:3]=[C:2]([CH3:1])[CH:6]=5)=[O:9])=[CH:49][CH:48]=4)=[N:38][N:37]3[CH:39]=2)=[O:44])[CH2:46][CH2:47]1, predict the reactants needed to synthesize it. (6) The reactants are: [Cl:1][C:2]1[CH:3]=[CH:4][C:5]2[S:9][C:8](=[O:10])[N:7]([CH2:11][C:12]([OH:14])=O)[C:6]=2[CH:15]=1.[Cl:16][C:17]1[CH:28]=[CH:27][C:20]2[NH:21][C:22]([CH2:24][NH:25][CH3:26])=[N:23][C:19]=2[CH:18]=1.C1C=CC2N(O)N=NC=2C=1.CCN=C=NCCCN(C)C.Cl. Given the product [Cl:16][C:17]1[CH:28]=[CH:27][C:20]2[NH:21][C:22]([CH2:24][N:25]([CH3:26])[C:12](=[O:14])[CH2:11][N:7]3[C:6]4[CH:15]=[C:2]([Cl:1])[CH:3]=[CH:4][C:5]=4[S:9][C:8]3=[O:10])=[N:23][C:19]=2[CH:18]=1, predict the reactants needed to synthesize it. (7) Given the product [CH3:1][O:2][C:3]1[CH:4]=[C:5]2[C:10](=[CH:11][C:12]=1[O:13][CH3:14])[N:9]=[CH:8][CH:7]=[C:6]2[S:15][C:16]1[S:17][C:18]([NH2:21])=[CH:19][CH:20]=1, predict the reactants needed to synthesize it. The reactants are: [CH3:1][O:2][C:3]1[CH:4]=[C:5]2[C:10](=[CH:11][C:12]=1[O:13][CH3:14])[N:9]=[CH:8][CH:7]=[C:6]2[S:15][C:16]1[S:17][C:18]([N+:21]([O-])=O)=[CH:19][CH:20]=1.[Cl-].[NH4+].C(O)C.O.